This data is from Catalyst prediction with 721,799 reactions and 888 catalyst types from USPTO. The task is: Predict which catalyst facilitates the given reaction. (1) Reactant: [NH2:1][C:2]1[S:6][C:5]([C:7]2[CH:8]=[N:9][C:10]([N:13]3[CH2:18][CH2:17][O:16][CH2:15][CH2:14]3)=[CH:11][CH:12]=2)=[N:4][C:3]=1[C:19]([O:21][CH2:22][CH3:23])=[O:20].Br[C:25]1[N:30]=[C:29]([CH:31]([N:34]2[CH2:39][CH2:38][O:37][CH2:36][CH2:35]2)[CH2:32][OH:33])[CH:28]=[CH:27][CH:26]=1.CC(C1C=C(C(C)C)C(C2C=CC=CC=2P(C2CCCCC2)C2CCCCC2)=C(C(C)C)C=1)C.C(=O)([O-])[O-].[K+].[K+].C(O)(CC)(C)C. Product: [OH:33][CH2:32][CH:31]([C:29]1[N:30]=[C:25]([NH:1][C:2]2[S:6][C:5]([C:7]3[CH:8]=[N:9][C:10]([N:13]4[CH2:18][CH2:17][O:16][CH2:15][CH2:14]4)=[CH:11][CH:12]=3)=[N:4][C:3]=2[C:19]([O:21][CH2:22][CH3:23])=[O:20])[CH:26]=[CH:27][CH:28]=1)[N:34]1[CH2:39][CH2:38][O:37][CH2:36][CH2:35]1. The catalyst class is: 110. (2) Reactant: C[Al](C)C.C1(C)C=CC=CC=1.[CH2:12]([N:14]([CH2:18][CH3:19])[CH2:15][CH2:16][NH2:17])[CH3:13].[I:20][C:21]1[CH:22]=[C:23]2[C:28](=[CH:29][CH:30]=1)[CH:27]=[C:26]([C:31](OC)=[O:32])[CH:25]=[CH:24]2. Product: [CH2:12]([N:14]([CH2:18][CH3:19])[CH2:15][CH2:16][NH:17][C:31]([C:26]1[CH:25]=[CH:24][C:23]2[C:28](=[CH:29][CH:30]=[C:21]([I:20])[CH:22]=2)[CH:27]=1)=[O:32])[CH3:13]. The catalyst class is: 46. (3) Reactant: [CH3:1][O:2][C:3](=[O:34])[CH:4]([C:20]1[CH:25]=[CH:24][C:23]([O:26][Si:27]([C:30]([CH3:33])([CH3:32])[CH3:31])([CH3:29])[CH3:28])=[CH:22][CH:21]=1)[NH:5][S:6]([C:9]1[CH:14]=[CH:13][C:12]([O:15][CH2:16][C:17]#[C:18][CH3:19])=[CH:11][CH:10]=1)(=[O:8])=[O:7].[H-].[Na+].I[CH3:38]. Product: [CH3:1][O:2][C:3](=[O:34])[CH:4]([C:20]1[CH:21]=[CH:22][C:23]([O:26][Si:27]([C:30]([CH3:33])([CH3:32])[CH3:31])([CH3:28])[CH3:29])=[CH:24][CH:25]=1)[N:5]([S:6]([C:9]1[CH:10]=[CH:11][C:12]([O:15][CH2:16][C:17]#[C:18][CH3:19])=[CH:13][CH:14]=1)(=[O:8])=[O:7])[CH3:38]. The catalyst class is: 18.